The task is: Regression. Given a peptide amino acid sequence and an MHC pseudo amino acid sequence, predict their binding affinity value. This is MHC class I binding data.. This data is from Peptide-MHC class I binding affinity with 185,985 pairs from IEDB/IMGT. The peptide sequence is MPASWVMRI. The MHC is HLA-A03:01 with pseudo-sequence HLA-A03:01. The binding affinity (normalized) is 0.136.